From a dataset of Forward reaction prediction with 1.9M reactions from USPTO patents (1976-2016). Predict the product of the given reaction. (1) Given the reactants [Cl:1][C:2]1[CH:7]=[CH:6][C:5]([C:8]2[C:9]([N:14]3[CH2:19][CH2:18][NH:17][CH2:16][CH2:15]3)=[N:10][CH:11]=[CH:12][N:13]=2)=[CH:4][CH:3]=1.[CH3:20][C:21]1[C:25]([CH:26]=O)=[C:24]([CH3:28])[N:23]([C:29]2[CH:34]=[CH:33][CH:32]=[CH:31][CH:30]=2)[N:22]=1.C(O)(=O)C.C(O[BH-](OC(=O)C)OC(=O)C)(=O)C.[Na+].[Cl-].[NH4+], predict the reaction product. The product is: [ClH:1].[Cl:1][C:2]1[CH:7]=[CH:6][C:5]([C:8]2[C:9]([N:14]3[CH2:15][CH2:16][N:17]([CH2:26][C:25]4[C:21]([CH3:20])=[N:22][N:23]([C:29]5[CH:34]=[CH:33][CH:32]=[CH:31][CH:30]=5)[C:24]=4[CH3:28])[CH2:18][CH2:19]3)=[N:10][CH:11]=[CH:12][N:13]=2)=[CH:4][CH:3]=1. (2) The product is: [Cl:10][C:11]1[CH:27]=[CH:26][C:14]([CH2:15][O:16][C:17]2[CH:24]=[CH:23][C:20]([CH:21]([C:3]3[C:4]4[C:9](=[N:8][CH:7]=[CH:6][CH:5]=4)[NH:1][CH:2]=3)[OH:22])=[CH:19][C:18]=2[F:25])=[CH:13][CH:12]=1. Given the reactants [NH:1]1[C:9]2[C:4](=[CH:5][CH:6]=[CH:7][N:8]=2)[CH:3]=[CH:2]1.[Cl:10][C:11]1[CH:27]=[CH:26][C:14]([CH2:15][O:16][C:17]2[CH:24]=[CH:23][C:20]([CH:21]=[O:22])=[CH:19][C:18]=2[F:25])=[CH:13][CH:12]=1.[OH-].[K+].O, predict the reaction product. (3) Given the reactants [NH2:1][C:2]1[C:3]([C:7]2[NH:23][C:10]3=[CH:11][C:12]4[C:13]([CH3:22])([CH3:21])[C:14](=[O:20])[N:15]([CH2:18][CH3:19])[C:16]=4[CH:17]=[C:9]3[N:8]=2)=[N:4][NH:5][CH:6]=1.[F:24][C:25]1[CH:26]=[C:27]([CH:31]=[C:32]([F:35])[C:33]=1[F:34])[C:28](Cl)=[O:29], predict the reaction product. The product is: [CH2:18]([N:15]1[C:16]2[CH:17]=[C:9]3[N:8]=[C:7]([C:3]4[C:2]([NH:1][C:28](=[O:29])[C:27]5[CH:31]=[C:32]([F:35])[C:33]([F:34])=[C:25]([F:24])[CH:26]=5)=[CH:6][NH:5][N:4]=4)[NH:23][C:10]3=[CH:11][C:12]=2[C:13]([CH3:22])([CH3:21])[C:14]1=[O:20])[CH3:19]. (4) Given the reactants [CH2:1]([N:5]([C:15]1[N:16]([C:24]2[CH:29]=[CH:28][C:27]([Cl:30])=[CH:26][CH:25]=2)[N:17]=[C:18]2[C:23]=1[CH:22]=[CH:21][CH:20]=[CH:19]2)C(NC1CCCCC1)=O)[CH2:2][CH2:3]C.[O:31]1CCC(N)[CH2:33][CH2:32]1, predict the reaction product. The product is: [Cl:30][C:27]1[CH:28]=[CH:29][C:24]([N:16]2[C:15]([NH:5][CH:1]3[CH2:33][CH2:32][O:31][CH2:3][CH2:2]3)=[C:23]3[C:18]([CH:19]=[CH:20][CH:21]=[CH:22]3)=[N:17]2)=[CH:25][CH:26]=1. (5) Given the reactants [CH:1]1([CH:4]=O)[CH2:3][CH2:2]1.[CH3:6][C:7]([S@@:10]([NH2:12])=[O:11])([CH3:9])[CH3:8].S([O-])([O-])(=O)=O.[Mg+2].CC1C=CC(S([O-])(=O)=O)=CC=1.C1C=C[NH+]=CC=1, predict the reaction product. The product is: [CH:1]1(/[CH:4]=[N:12]/[S:10]([C:7]([CH3:9])([CH3:8])[CH3:6])=[O:11])[CH2:3][CH2:2]1. (6) Given the reactants [F:1][C:2]1[CH:10]=[N:9][CH:8]=[CH:7][C:3]=1[C:4]([OH:6])=O.C1C=NC2N(O)N=NC=2C=1.CCN=C=NCCCN(C)C.Cl.Cl.[C:34]([C:36]1[CH:37]=[C:38]([C:41]2[O:45][N:44]=[C:43]([C@H:46]3[CH2:51][CH2:50][CH2:49][NH:48][CH2:47]3)[N:42]=2)[NH:39][CH:40]=1)#[N:35].C(N(CC)CC)C, predict the reaction product. The product is: [F:1][C:2]1[CH:10]=[N:9][CH:8]=[CH:7][C:3]=1[C:4]([N:48]1[CH2:49][CH2:50][CH2:51][C@H:46]([C:43]2[N:42]=[C:41]([C:38]3[NH:39][CH:40]=[C:36]([C:34]#[N:35])[CH:37]=3)[O:45][N:44]=2)[CH2:47]1)=[O:6]. (7) The product is: [C:28]([O:27][C:25]([NH:24][C:20]1[N:19]=[C:18]([CH2:17][CH2:16][N:8]([C:5]2[CH:4]=[CH:3][C:2]([NH:1][C:35]([C:34]3[C:33]([Cl:32])=[N:41][C:40]([CH3:42])=[CH:39][CH:38]=3)=[O:36])=[CH:7][CH:6]=2)[C:9](=[O:15])[O:10][C:11]([CH3:13])([CH3:14])[CH3:12])[CH:23]=[CH:22][CH:21]=1)=[O:26])([CH3:31])([CH3:30])[CH3:29]. Given the reactants [NH2:1][C:2]1[CH:7]=[CH:6][C:5]([N:8]([CH2:16][CH2:17][C:18]2[CH:23]=[CH:22][CH:21]=[C:20]([NH:24][C:25]([O:27][C:28]([CH3:31])([CH3:30])[CH3:29])=[O:26])[N:19]=2)[C:9](=[O:15])[O:10][C:11]([CH3:14])([CH3:13])[CH3:12])=[CH:4][CH:3]=1.[Cl:32][C:33]1[N:41]=[C:40]([CH3:42])[CH:39]=[CH:38][C:34]=1[C:35](O)=[O:36].ON1C2C=CC=CC=2N=N1.Cl.CN(C)CCCN=C=NCC, predict the reaction product. (8) Given the reactants CON(C)[C:4]([C:6]1[N:7]=[CH:8][N:9]([C:11]2[CH:12]=[C:13]([C:17]3[CH:22]=[CH:21][CH:20]=[CH:19][C:18]=3[Cl:23])[CH:14]=[CH:15][CH:16]=2)[CH:10]=1)=[O:5].Br[C:26]1[CH:31]=[CH:30][CH:29]=[C:28]([F:32])[CH:27]=1, predict the reaction product. The product is: [Cl:23][C:18]1[CH:19]=[CH:20][CH:21]=[CH:22][C:17]=1[C:13]1[CH:14]=[CH:15][CH:16]=[C:11]([N:9]2[CH:10]=[C:6]([C:4]([C:26]3[CH:31]=[CH:30][CH:29]=[C:28]([F:32])[CH:27]=3)=[O:5])[N:7]=[CH:8]2)[CH:12]=1. (9) The product is: [S:12]1[C:13]2[CH:19]=[CH:18][CH:17]=[CH:16][C:14]=2[CH:15]=[C:11]1[C:5]1[CH:4]=[CH:3][C:2]([NH:1][C:29](=[O:30])[CH:28]([Br:27])[CH2:32][CH3:33])=[CH:10][C:6]=1[C:7]([NH2:9])=[O:8]. Given the reactants [NH2:1][C:2]1[CH:3]=[CH:4][C:5]([C:11]2[S:12][C:13]3[CH:19]=[CH:18][CH:17]=[CH:16][C:14]=3[CH:15]=2)=[C:6]([CH:10]=1)[C:7]([NH2:9])=[O:8].C(N(CC)CC)C.[Br:27][CH:28]([CH2:32][CH3:33])[C:29](Br)=[O:30], predict the reaction product. (10) Given the reactants [C:1]([O:4][CH:5]([C:7]1[S:8][CH:9]=[CH:10][N:11]=1)[CH3:6])(=[O:3])[CH3:2].[Br:12][CH2:13][C:14]([C:16]1[CH:21]=[CH:20][CH:19]=[CH:18][CH:17]=1)=[O:15], predict the reaction product. The product is: [Br-:12].[O:15]=[C:14]([C:16]1[CH:21]=[CH:20][CH:19]=[CH:18][CH:17]=1)[CH2:13][N+:11]1[CH:10]=[CH:9][S:8][C:7]=1[CH:5]([O:4][C:1](=[O:3])[CH3:2])[CH3:6].